This data is from Peptide-MHC class I binding affinity with 185,985 pairs from IEDB/IMGT. The task is: Regression. Given a peptide amino acid sequence and an MHC pseudo amino acid sequence, predict their binding affinity value. This is MHC class I binding data. (1) The peptide sequence is LERWHSLIKY. The MHC is Mamu-A02 with pseudo-sequence Mamu-A02. The binding affinity (normalized) is 0.276. (2) The peptide sequence is FCTGYLQL. The MHC is HLA-A02:03 with pseudo-sequence HLA-A02:03. The binding affinity (normalized) is 0.0949.